This data is from Catalyst prediction with 721,799 reactions and 888 catalyst types from USPTO. The task is: Predict which catalyst facilitates the given reaction. (1) Reactant: [CH2:1]([C:3]1[C:12]2[C:11](=[O:13])[O:10][C:9]([C:14]3[C:15](F)=[N:16][CH:17]=[CH:18][CH:19]=3)=[N:8][C:7]=2[CH:6]=[C:5]([O:21][CH3:22])[CH:4]=1)[CH3:2].[NH:23]1[CH2:27][CH2:26][C@@H:25]([N:28]2[CH2:33][CH2:32][S:31](=[O:35])(=[O:34])[CH2:30][CH2:29]2)[CH2:24]1.C(N(C(C)C)CC)(C)C. Product: [CH2:1]([C:3]1[C:12]2[C:11](=[O:13])[O:10][C:9]([C:14]3[C:15]([N:23]4[CH2:27][CH2:26][CH:25]([N:28]5[CH2:29][CH2:30][S:31](=[O:35])(=[O:34])[CH2:32][CH2:33]5)[CH2:24]4)=[N:16][CH:17]=[CH:18][CH:19]=3)=[N:8][C:7]=2[CH:6]=[C:5]([O:21][CH3:22])[CH:4]=1)[CH3:2]. The catalyst class is: 12. (2) Reactant: [CH3:1][O:2][CH2:3][O:4][C:5]1[CH:10]=[C:9]([O:11][CH2:12][O:13][CH3:14])[CH:8]=[CH:7][C:6]=1[C:15]1[NH:16][C:17]2[C:22]([C:23]=1[CH:24]1[CH2:29][CH2:28][CH2:27][CH2:26][CH2:25]1)=[CH:21][CH:20]=[C:19]([C:30]([O:32][CH3:33])=[O:31])[CH:18]=2.[H-].[Na+].Br[CH2:37][CH2:38][O:39][CH:40]1[CH2:45][CH2:44][CH2:43][CH2:42][O:41]1.C(=O)([O-])O.[Na+]. Product: [CH3:1][O:2][CH2:3][O:4][C:5]1[CH:10]=[C:9]([O:11][CH2:12][O:13][CH3:14])[CH:8]=[CH:7][C:6]=1[C:15]1[N:16]([CH2:37][CH2:38][O:39][CH:40]2[CH2:45][CH2:44][CH2:43][CH2:42][O:41]2)[C:17]2[C:22]([C:23]=1[CH:24]1[CH2:25][CH2:26][CH2:27][CH2:28][CH2:29]1)=[CH:21][CH:20]=[C:19]([C:30]([O:32][CH3:33])=[O:31])[CH:18]=2. The catalyst class is: 9. (3) Reactant: [CH3:1][C:2]1[CH:3]=[CH:4][C:5]([NH:21][C:22]([C:24]2[CH:25]=[CH:26][C:27]([CH2:30][N:31]3[CH2:36][CH2:35][N:34]([CH3:37])[CH2:33][CH2:32]3)=[CH:28][CH:29]=2)=[O:23])=[CH:6][C:7]=1[NH:8][C:9]1[N:10]=[CH:11][CH:12]=[C:13]([C:15]2[CH:16]=[CH:17][CH:18]=[N:19][CH:20]=2)[N:14]=1.[CH3:38][S:39]([OH:42])(=[O:41])=[O:40]. Product: [CH3:1][C:2]1[CH:3]=[CH:4][C:5]([NH:21][C:22]([C:24]2[CH:29]=[CH:28][C:27]([CH2:30][N:31]3[CH2:32][CH2:33][N:34]([CH3:37])[CH2:35][CH2:36]3)=[CH:26][CH:25]=2)=[O:23])=[CH:6][C:7]=1[NH:8][C:9]1[N:10]=[CH:11][CH:12]=[C:13]([C:15]2[CH:16]=[CH:17][CH:18]=[N:19][CH:20]=2)[N:14]=1.[CH3:38][S:39]([OH:42])(=[O:41])=[O:40]. The catalyst class is: 252.